Dataset: Forward reaction prediction with 1.9M reactions from USPTO patents (1976-2016). Task: Predict the product of the given reaction. (1) Given the reactants [CH2:1]([NH:8][CH2:9][CH2:10][NH2:11])[C:2]1[CH:7]=[CH:6][CH:5]=[CH:4][CH:3]=1.[C:12]([N:14]=[C:15](SC)SC)#[N:13], predict the reaction product. The product is: [CH2:1]([N:8]1[CH2:9][CH2:10][NH:11][C:15]1=[N:14][C:12]#[N:13])[C:2]1[CH:7]=[CH:6][CH:5]=[CH:4][CH:3]=1. (2) Given the reactants COC([C:5]1([C:20]([OH:22])=O)[CH:13]=[C:12]([N:14]([CH3:19])[S:15]([CH3:18])(=[O:17])=[O:16])[CH:11]=[C:7]([C:8]([OH:10])=[O:9])[CH2:6]1)=O.[CH3:23][CH2:24][N:25]=C=NCCCN(C)C.Cl.[CH:35]1[CH:36]=[CH:37][C:38]2N(O)N=N[C:39]=2[CH:40]=1.O, predict the reaction product. The product is: [CH3:19][N:14]([S:15]([CH3:18])(=[O:16])=[O:17])[C:12]1[CH:11]=[C:7]([CH:6]=[C:5]([C:20]([NH:25][C@@H:24]([C:39]2[CH:38]=[CH:37][CH:36]=[CH:35][CH:40]=2)[CH3:23])=[O:22])[CH:13]=1)[C:8]([OH:10])=[O:9]. (3) Given the reactants Br[C:2]1[CH:3]=[C:4]2[N:10]([C:11](=[O:13])[CH3:12])[C:9]([CH3:14])=[N:8][C:5]2=[N:6][CH:7]=1.[CH3:15][C:16]1([CH3:32])[C:20]([CH3:22])([CH3:21])[O:19][B:18]([B:18]2[O:19][C:20]([CH3:22])([CH3:21])[C:16]([CH3:32])([CH3:15])[O:17]2)[O:17]1.C([O-])(=O)C.[K+], predict the reaction product. The product is: [CH3:14][C:9]1[N:10]([C:11](=[O:13])[CH3:12])[C:4]2[C:5]([N:8]=1)=[N:6][CH:7]=[C:2]([B:18]1[O:19][C:20]([CH3:22])([CH3:21])[C:16]([CH3:32])([CH3:15])[O:17]1)[CH:3]=2. (4) The product is: [CH:1]([C:4]1[C:5]([O:34][CH2:35][O:36][CH3:37])=[CH:6][C:7]([O:30][CH2:31][O:32][CH3:33])=[C:8]([C:10]2[N:11]([C:16]3[CH:17]=[CH:18][C:19]([CH2:22][N:23]4[CH2:28][CH2:27][N:26]([CH3:29])[CH2:25][CH2:24]4)=[CH:20][CH:21]=3)[C:12]([S:15][CH3:38])=[N:13][N:14]=2)[CH:9]=1)([CH3:3])[CH3:2]. Given the reactants [CH:1]([C:4]1[C:5]([O:34][CH2:35][O:36][CH3:37])=[CH:6][C:7]([O:30][CH2:31][O:32][CH3:33])=[C:8]([C:10]2[N:11]([C:16]3[CH:21]=[CH:20][C:19]([CH2:22][N:23]4[CH2:28][CH2:27][N:26]([CH3:29])[CH2:25][CH2:24]4)=[CH:18][CH:17]=3)[C:12](=[S:15])[NH:13][N:14]=2)[CH:9]=1)([CH3:3])[CH3:2].[C:38](=O)([O-])[O-].[K+].[K+].C(O)C.CI, predict the reaction product. (5) Given the reactants C(=O)([O-])[O-].[K+].[K+].F[C:8]1[CH:13]=[C:12]([C:14]([F:17])([F:16])[F:15])[CH:11]=[CH:10][N:9]=1.[O:18]=[S:19]1(=[O:38])[CH2:24][CH2:23][N:22]2[CH:25]3[CH2:30][CH2:29][C:28]([C:31]4[CH:36]=[CH:35][C:34]([OH:37])=[CH:33][CH:32]=4)([C:21]2=[N:20]1)[CH2:27][CH2:26]3.CS(C)=O, predict the reaction product. The product is: [F:15][C:14]([F:17])([F:16])[C:12]1[CH:11]=[CH:10][N:9]=[C:8]([O:37][C:34]2[CH:35]=[CH:36][C:31]([C:28]34[CH2:29][CH2:30][CH:25]([N:22]5[CH2:23][CH2:24][S:19](=[O:38])(=[O:18])[N:20]=[C:21]53)[CH2:26][CH2:27]4)=[CH:32][CH:33]=2)[CH:13]=1. (6) Given the reactants C1(COC2C(C3N(CC4C=CC(CCC(O)=O)=CC=4)C4C=C(F)C(F)=CC=4N=3)=CC=CN=2)CC1.[Cl:35][C:36]1[CH:41]=[CH:40][C:39]([C:42]2[N:46]([CH2:47][CH:48]3[CH2:53][CH2:52][CH2:51]C[CH2:49]3)[C:45]3[CH:54]=[C:55]([F:59])[C:56]([F:58])=[CH:57][C:44]=3[N:43]=2)=[C:38]([O:60][CH2:61]C2C=CC=CC=2Cl)[CH:37]=1.ICC1CCCC1, predict the reaction product. The product is: [Cl:35][C:36]1[CH:41]=[CH:40][C:39]([C:42]2[N:46]([CH2:47][CH:48]3[CH2:49][CH2:51][CH2:52][CH2:53]3)[C:45]3[CH:54]=[C:55]([F:59])[C:56]([F:58])=[CH:57][C:44]=3[N:43]=2)=[C:38]([O:60][CH3:61])[CH:37]=1.